From a dataset of Forward reaction prediction with 1.9M reactions from USPTO patents (1976-2016). Predict the product of the given reaction. (1) The product is: [S:19]1[CH:23]=[CH:22][CH:21]=[C:20]1[CH2:24][CH2:25][O:26][S:7]([C:4]1[CH:5]=[CH:6][C:1]([CH3:11])=[CH:2][CH:3]=1)(=[O:9])=[O:8]. Given the reactants [C:1]1([CH3:11])[CH:6]=[CH:5][C:4]([S:7](Cl)(=[O:9])=[O:8])=[CH:3][CH:2]=1.C1(C)C=CC=CC=1.[S:19]1[CH:23]=[CH:22][CH:21]=[C:20]1[CH2:24][CH2:25][OH:26], predict the reaction product. (2) Given the reactants Cl[CH2:2][CH2:3][NH:4][C:5](=[O:7])[CH3:6].[NH2:8][C:9]1[S:10][C:11]2[C:16](=[O:17])[N:15]=[C:14]([S:18][CH2:19][C:20]3[CH:25]=[CH:24][CH:23]=[CH:22][C:21]=3[F:26])[NH:13][C:12]=2[N:27]=1.[I-].[Na+], predict the reaction product. The product is: [NH2:8][C:9]1[S:10][C:11]2[C:16]([O:17][CH2:2][CH2:3][NH:4][C:5](=[O:7])[CH3:6])=[N:15][C:14]([S:18][CH2:19][C:20]3[CH:25]=[CH:24][CH:23]=[CH:22][C:21]=3[F:26])=[N:13][C:12]=2[N:27]=1.